From a dataset of Forward reaction prediction with 1.9M reactions from USPTO patents (1976-2016). Predict the product of the given reaction. (1) Given the reactants [Cl:1][C:2]1[C:3]([O:12][C:13]2[CH:18]=[C:17]([O:19][CH2:20][CH2:21][O:22][CH3:23])[CH:16]=[CH:15][C:14]=2[CH2:24][CH2:25][C:26](O)=[O:27])=[N:4][CH:5]=[C:6]([C:8]([F:11])([F:10])[F:9])[CH:7]=1.[CH3:29][O:30][CH2:31][CH2:32][CH2:33][S:34]([NH2:37])(=[O:36])=[O:35].N12CCCN=C1CCCCC2, predict the reaction product. The product is: [Cl:1][C:2]1[C:3]([O:12][C:13]2[CH:18]=[C:17]([O:19][CH2:20][CH2:21][O:22][CH3:23])[CH:16]=[CH:15][C:14]=2[CH2:24][CH2:25][C:26]([NH:37][S:34]([CH2:33][CH2:32][CH2:31][O:30][CH3:29])(=[O:36])=[O:35])=[O:27])=[N:4][CH:5]=[C:6]([C:8]([F:9])([F:10])[F:11])[CH:7]=1. (2) Given the reactants [CH3:1][O:2][C:3]1[CH:8]=[CH:7][CH:6]=[C:5]([O:9][CH3:10])[C:4]=1[CH:11]([NH:19][CH2:20][C:21]1[CH:22]=[N:23][C:24]2[C:29]([CH:30]=1)=[CH:28][CH:27]=[CH:26][CH:25]=2)[CH2:12][CH2:13][CH2:14][C:15]([O:17]C)=[O:16].[OH-].[Na+], predict the reaction product. The product is: [CH3:1][O:2][C:3]1[CH:8]=[CH:7][CH:6]=[C:5]([O:9][CH3:10])[C:4]=1[CH:11]([NH:19][CH2:20][C:21]1[CH:22]=[N:23][C:24]2[C:29]([CH:30]=1)=[CH:28][CH:27]=[CH:26][CH:25]=2)[CH2:12][CH2:13][CH2:14][C:15]([OH:17])=[O:16]. (3) Given the reactants [H-].[Na+].[Br:3][C:4]1[CH:9]=[CH:8][N:7]=[C:6]2[NH:10][CH:11]=[CH:12][C:5]=12.Cl[Si:14]([CH:21]([CH3:23])[CH3:22])([CH:18]([CH3:20])[CH3:19])[CH:15]([CH3:17])[CH3:16], predict the reaction product. The product is: [Br:3][C:4]1[CH:9]=[CH:8][N:7]=[C:6]2[N:10]([Si:14]([CH:21]([CH3:23])[CH3:22])([CH:18]([CH3:20])[CH3:19])[CH:15]([CH3:17])[CH3:16])[CH:11]=[CH:12][C:5]=12. (4) Given the reactants [F:1][C:2]1([F:25])[CH2:8][N:7]([C:9]([O:11][C:12]([CH3:15])([CH3:14])[CH3:13])=[O:10])[CH2:6][CH2:5][N:4]([C:16]2[N:20]([CH3:21])[N:19]=[CH:18][C:17]=2[N+:22]([O-:24])=[O:23])[CH2:3]1.Cl[C:27]1N(C2CC2)N=C[C:28]=1[N+]([O-])=O, predict the reaction product. The product is: [CH3:15][CH2:12][O:11][C:9]([CH3:27])=[O:10].[CH3:27][CH2:28][CH2:15][CH:12]([CH3:13])[CH3:14].[CH:21]1([N:20]2[C:16]([N:4]3[CH2:3][C:2]([F:1])([F:25])[CH2:8][N:7]([C:9]([O:11][C:12]([CH3:15])([CH3:14])[CH3:13])=[O:10])[CH2:6][CH2:5]3)=[C:17]([N+:22]([O-:24])=[O:23])[CH:18]=[N:19]2)[CH2:28][CH2:27]1. (5) Given the reactants [Cl:1][C:2]1[CH:3]=[CH:4][C:5]([NH2:8])=[N:6][CH:7]=1.Cl[CH2:10][C:11](=O)[CH2:12][C:13]([O:15][CH2:16][CH3:17])=[O:14], predict the reaction product. The product is: [Cl:1][C:2]1[CH:3]=[CH:4][C:5]2[N:6]([CH:10]=[C:11]([CH2:12][C:13]([O:15][CH2:16][CH3:17])=[O:14])[N:8]=2)[CH:7]=1. (6) Given the reactants [O:1]=[S:2]1(=[O:29])[CH2:7][CH2:6][CH:5]([C:8]2[C:16]3[C:11](=[C:12]([C:26]([NH2:28])=[O:27])[CH:13]=[C:14](B4OC(C)(C)C(C)(C)O4)[CH:15]=3)[NH:10][CH:9]=2)[CH2:4][CH2:3]1.Br[C:31]1[CH:32]=[C:33]2[C:37](=[CH:38][CH:39]=1)[NH:36][N:35]=[CH:34]2.C(=O)([O-])[O-].[K+].[K+], predict the reaction product. The product is: [O:29]=[S:2]1(=[O:1])[CH2:7][CH2:6][CH:5]([C:8]2[C:16]3[C:11](=[C:12]([C:26]([NH2:28])=[O:27])[CH:13]=[C:14]([C:31]4[CH:32]=[C:33]5[C:37](=[CH:38][CH:39]=4)[NH:36][N:35]=[CH:34]5)[CH:15]=3)[NH:10][CH:9]=2)[CH2:4][CH2:3]1.